Dataset: Catalyst prediction with 721,799 reactions and 888 catalyst types from USPTO. Task: Predict which catalyst facilitates the given reaction. (1) Reactant: [N:1]1[CH:6]=[CH:5][CH:4]=[CH:3][C:2]=1[NH:7][CH2:8][C:9]1([C:15]2[CH:20]=[CH:19][C:18]([OH:21])=[CH:17][CH:16]=2)[CH2:14][CH2:13][O:12][CH2:11][CH2:10]1.Cl[CH2:23][CH2:24][CH2:25][N:26]([CH3:31])[CH:27]1[CH2:30][CH2:29][CH2:28]1.C(=O)([O-])[O-].[K+].[K+]. Product: [CH:27]1([N:26]([CH3:31])[CH2:25][CH2:24][CH2:23][O:21][C:18]2[CH:19]=[CH:20][C:15]([C:9]3([CH2:8][NH:7][C:2]4[CH:3]=[CH:4][CH:5]=[CH:6][N:1]=4)[CH2:10][CH2:11][O:12][CH2:13][CH2:14]3)=[CH:16][CH:17]=2)[CH2:30][CH2:29][CH2:28]1. The catalyst class is: 3. (2) Reactant: [CH:1]1[C:6]([C:7]2[CH:8]=[CH:9][C:10]([F:14])=[CH:11][C:12]=2[F:13])=[CH:5][C:4]([C:15]([OH:17])=[O:16])=[C:3]([OH:18])[CH:2]=1.Cl.CN(C)[CH2:22][CH2:23][CH2:24]N=C=N.O.ON1C2C=CC=CC=2N=N1.C(O)CC. Product: [F:13][C:12]1[CH:11]=[C:10]([F:14])[CH:9]=[CH:8][C:7]=1[C:6]1[CH:5]=[C:4]([C:15]([O:17][CH2:22][CH2:23][CH3:24])=[O:16])[C:3]([OH:18])=[CH:2][CH:1]=1. The catalyst class is: 35. (3) Reactant: [CH3:1][C:2]1[C:3]([C:30]2[CH:35]=[CH:34][CH:33]=[CH:32][CH:31]=2)=[C:4]([O:12][C:13]2[CH:18]=[CH:17][C:16](/[CH:19]=[CH:20]/[C:21]([O:23]CC)=[O:22])=[C:15]([C:26]([F:29])([F:28])[F:27])[CH:14]=2)[C:5]2[C:10]([CH:11]=1)=[CH:9][CH:8]=[CH:7][CH:6]=2.CCO.[OH-].[Na+]. Product: [CH3:1][C:2]1[C:3]([C:30]2[CH:35]=[CH:34][CH:33]=[CH:32][CH:31]=2)=[C:4]([O:12][C:13]2[CH:18]=[CH:17][C:16](/[CH:19]=[CH:20]/[C:21]([OH:23])=[O:22])=[C:15]([C:26]([F:29])([F:28])[F:27])[CH:14]=2)[C:5]2[C:10]([CH:11]=1)=[CH:9][CH:8]=[CH:7][CH:6]=2. The catalyst class is: 1. (4) The catalyst class is: 39. Reactant: [C:1](=[O:4])([O-])[O-].[Cs+].[Cs+].[CH2:7]([O:9][C:10](=[O:28])[C:11]([CH3:27])([O:20][C:21]1[CH:26]=[CH:25][CH:24]=[CH:23][CH:22]=1)[CH2:12][C:13]1[CH:18]=[CH:17][C:16]([OH:19])=[CH:15][CH:14]=1)[CH3:8].[CH3:29][N:30]1[CH:34]([CH2:35][CH2:36]OS(C2C=CC(C)=CC=2)(=O)=O)[CH2:33][N:32]([CH2:48][C:49]2[CH:54]=[CH:53][C:52]([C:55]([F:58])([F:57])[F:56])=[CH:51][CH:50]=2)[C:31]1=[O:59]. Product: [CH2:7]([O:9][C:10](=[O:28])[C:11]([CH3:27])([O:20][C:21]1[CH:26]=[CH:25][CH:24]=[CH:23][CH:22]=1)[CH2:12][C:13]1[CH:18]=[CH:17][C:16]([O:19][CH2:36][CH2:35][CH:34]2[CH2:33][N:32]([CH2:48][C:49]3[CH:54]=[CH:53][C:52]([C:55]([F:57])([F:56])[F:58])=[CH:51][CH:50]=3)[C:31](=[O:59])[N:30]2[CH2:29][C:13]2[CH:18]=[CH:17][C:16]([O:4][CH3:1])=[CH:15][CH:14]=2)=[CH:15][CH:14]=1)[CH3:8]. (5) Reactant: Br[CH2:2][C:3]([N:5]1[C:13]2[C:8](=[CH:9][C:10]([O:17][CH3:18])=[C:11]([N+:14]([O-])=O)[CH:12]=2)[CH2:7][CH2:6]1)=[O:4].C([O-])([O-])=O.[K+].[K+].[NH:25]1[CH2:30][CH2:29][CH2:28][CH:27]([OH:31])[CH2:26]1. Product: [NH2:14][C:11]1[CH:12]=[C:13]2[C:8]([CH2:7][CH2:6][N:5]2[C:3](=[O:4])[CH2:2][N:25]2[CH2:30][CH2:29][CH2:28][CH:27]([OH:31])[CH2:26]2)=[CH:9][C:10]=1[O:17][CH3:18]. The catalyst class is: 46. (6) Reactant: [C:1]([NH:4][C:5]1[S:6][C:7]([C:11]2[S:15][C:14]([S:16](Cl)(=[O:18])=[O:17])=[CH:13][CH:12]=2)=[C:8]([CH3:10])[N:9]=1)(=[O:3])[CH3:2].[CH3:20][N:21]([CH3:26])[CH2:22][CH2:23][CH2:24][NH2:25].CCN(C(C)C)C(C)C.O. Product: [CH3:20][N:21]([CH3:26])[CH2:22][CH2:23][CH2:24][NH:25][S:16]([C:14]1[S:15][C:11]([C:7]2[S:6][C:5]([NH:4][C:1](=[O:3])[CH3:2])=[N:9][C:8]=2[CH3:10])=[CH:12][CH:13]=1)(=[O:18])=[O:17]. The catalyst class is: 2.